The task is: Predict the product of the given reaction.. This data is from Forward reaction prediction with 1.9M reactions from USPTO patents (1976-2016). (1) Given the reactants [F:1][C:2]1[CH:11]=[CH:10][C:9]([F:12])=[C:8]2[C:3]=1[CH2:4][CH2:5][CH:6]1[CH:13]([C:14]([O:16]CC)=[O:15])[CH:7]12.[OH-].[Na+], predict the reaction product. The product is: [F:1][C:2]1[CH:11]=[CH:10][C:9]([F:12])=[C:8]2[C:3]=1[CH2:4][CH2:5][CH:6]1[CH:13]([C:14]([OH:16])=[O:15])[CH:7]12. (2) Given the reactants [CH3:1][N:2]1[C:15]2[C:10](=[CH:11][CH:12]=[CH:13][CH:14]=2)[C:4]2([CH2:9][CH2:8][NH:7][CH2:6][CH2:5]2)[CH2:3]1.Br[CH2:17][C:18]1[CH:26]=[CH:25][C:21]([C:22]([OH:24])=[O:23])=[CH:20][CH:19]=1.C(N(CC)C(C)C)(C)C, predict the reaction product. The product is: [CH3:1][N:2]1[C:15]2[C:10](=[CH:11][CH:12]=[CH:13][CH:14]=2)[C:4]2([CH2:5][CH2:6][N:7]([CH2:17][C:18]3[CH:26]=[CH:25][C:21]([C:22]([OH:24])=[O:23])=[CH:20][CH:19]=3)[CH2:8][CH2:9]2)[CH2:3]1. (3) Given the reactants [NH2:1][C:2]1[C:3]([O:14][CH3:15])=[CH:4][C:5]2[CH2:11][NH:10][CH2:9][C:8](=[O:12])[NH:7][C:6]=2[CH:13]=1.Cl[C:17]1[N:22]=[C:21]([NH:23][C@@H:24]2[CH2:29][CH2:28][CH2:27][CH2:26][C@H:25]2[NH:30][S:31]([CH3:34])(=[O:33])=[O:32])[C:20]([Cl:35])=[CH:19][N:18]=1.Cl.O1CCOCC1.CCN(CC)CC, predict the reaction product. The product is: [Cl:35][C:20]1[C:21]([NH:23][C@@H:24]2[CH2:29][CH2:28][CH2:27][CH2:26][C@H:25]2[NH:30][S:31]([CH3:34])(=[O:33])=[O:32])=[N:22][C:17]([NH:1][C:2]2[C:3]([O:14][CH3:15])=[CH:4][C:5]3[CH2:11][NH:10][CH2:9][C:8](=[O:12])[NH:7][C:6]=3[CH:13]=2)=[N:18][CH:19]=1. (4) Given the reactants [CH3:1][C:2]1[O:6][N:5]=[C:4]([C:7]2[CH:12]=[CH:11][CH:10]=[CH:9][CH:8]=2)[C:3]=1[C:13]([NH:15][NH2:16])=[O:14].[Cl:17][C:18]1[CH:19]=[C:20]([CH:24]=[CH:25][N:26]=1)[C:21](O)=O, predict the reaction product. The product is: [Cl:17][C:18]1[CH:19]=[C:20]([C:21]2[O:14][C:13]([C:3]3[C:4]([C:7]4[CH:12]=[CH:11][CH:10]=[CH:9][CH:8]=4)=[N:5][O:6][C:2]=3[CH3:1])=[N:15][N:16]=2)[CH:24]=[CH:25][N:26]=1. (5) Given the reactants [CH2:1]([N:3]1[CH:7]=[CH:6][C:5]([NH:8][C:9](=[O:34])[CH2:10][C:11]2[CH:16]=[CH:15][C:14]([O:17][C:18]3[C:27]4[C:22](=[CH:23][C:24]([O:32][CH3:33])=[C:25]([C:28]([O:30]C)=[O:29])[CH:26]=4)[N:21]=[CH:20][CH:19]=3)=[CH:13][CH:12]=2)=[N:4]1)[CH3:2].[OH-].[Li+], predict the reaction product. The product is: [CH2:1]([N:3]1[CH:7]=[CH:6][C:5]([NH:8][C:9](=[O:34])[CH2:10][C:11]2[CH:16]=[CH:15][C:14]([O:17][C:18]3[C:27]4[C:22](=[CH:23][C:24]([O:32][CH3:33])=[C:25]([C:28]([OH:30])=[O:29])[CH:26]=4)[N:21]=[CH:20][CH:19]=3)=[CH:13][CH:12]=2)=[N:4]1)[CH3:2].